From a dataset of Reaction yield outcomes from USPTO patents with 853,638 reactions. Predict the reaction yield, written as a fraction of the theoretical maximum amount of product (1.0 means a 100% yield; for example, 0.34 means a 34% yield). (1) The reactants are [Cl-].O[NH3+:3].[C:4](=[O:7])([O-])[OH:5].[Na+].CS(C)=O.[CH2:13]([C:17]1[N:18]=[C:19]([CH3:50])[N:20]([CH2:39][C:40]2[CH:49]=[CH:48][C:47]3[C:42](=[CH:43][CH:44]=[CH:45][CH:46]=3)[N:41]=2)[C:21](=[O:38])[C:22]=1[CH2:23][C:24]1[CH:29]=[CH:28][C:27]([C:30]2[C:31]([C:36]#[N:37])=[CH:32][CH:33]=[CH:34][CH:35]=2)=[CH:26][CH:25]=1)[CH2:14][CH2:15][CH3:16]. The catalyst is C(OCC)(=O)C. The product is [CH2:13]([C:17]1[N:18]=[C:19]([CH3:50])[N:20]([CH2:39][C:40]2[CH:49]=[CH:48][C:47]3[C:42](=[CH:43][CH:44]=[CH:45][CH:46]=3)[N:41]=2)[C:21](=[O:38])[C:22]=1[CH2:23][C:24]1[CH:25]=[CH:26][C:27]([C:30]2[CH:35]=[CH:34][CH:33]=[CH:32][C:31]=2[C:36]2[NH:3][C:4](=[O:7])[O:5][N:37]=2)=[CH:28][CH:29]=1)[CH2:14][CH2:15][CH3:16]. The yield is 0.380. (2) The reactants are [CH3:1][P:2]1(=[O:8])[CH2:7][CH2:6][NH:5][CH2:4][CH2:3]1.C1(P(C2C=CC=CC=2)C2C=CC=CC=2)C=CC=CC=1.[F:28][C:29]1[CH:34]=[CH:33][C:32]([NH:35][C:36]2[N:37]([CH3:58])[C:38]3[C:47]4[C:46](=[O:48])[NH:45][C:44]([CH:49](OC(=O)C)[CH:50]=[CH2:51])=[C:43]([CH3:56])[C:42]=4[CH:41]=[CH:40][C:39]=3[N:57]=2)=[C:31]([CH3:59])[CH:30]=1.C([O-])(=O)C. The catalyst is C1COCC1. The product is [F:28][C:29]1[CH:34]=[CH:33][C:32]([NH:35][C:36]2[N:37]([CH3:58])[C:38]3[C:47]4[C:46](=[O:48])[NH:45][C:44]([CH:49]=[CH:50][CH2:51][N:5]5[CH2:6][CH2:7][P:2]([CH3:1])(=[O:8])[CH2:3][CH2:4]5)=[C:43]([CH3:56])[C:42]=4[CH:41]=[CH:40][C:39]=3[N:57]=2)=[C:31]([CH3:59])[CH:30]=1. The yield is 0.420. (3) The reactants are [C:1](Cl)(=[O:8])[C:2]1[CH:7]=[CH:6][CH:5]=[CH:4][CH:3]=1.[CH2:10]([OH:14])[C@H:11]([OH:13])[CH3:12].N1C(C)=CC(C)=CC=1C. The catalyst is ClCCl. The product is [C:1]([O:14][CH2:10][C@H:11]([OH:13])[CH3:12])(=[O:8])[C:2]1[CH:7]=[CH:6][CH:5]=[CH:4][CH:3]=1. The yield is 0.630. (4) The reactants are [F:1][C:2]([F:42])([F:41])[C:3]1[CH:4]=[C:5]([C@@H:13]([N:15]([CH3:40])[C:16]([N:18]2[CH2:31][CH2:30][C@:21]3([NH:25][C@@H:24]([C:26]([O:28]C)=O)[CH2:23][CH2:22]3)[CH2:20][C@@H:19]2[C:32]2[CH:37]=[CH:36][C:35]([F:38])=[CH:34][C:33]=2[CH3:39])=[O:17])[CH3:14])[CH:6]=[C:7]([C:9]([F:12])([F:11])[F:10])[CH:8]=1.[NH3:43]. No catalyst specified. The product is [F:10][C:9]([F:12])([F:11])[C:7]1[CH:6]=[C:5]([C@@H:13]([N:15]([CH3:40])[C:16]([N:18]2[CH2:31][CH2:30][C@:21]3([NH:25][C@@H:24]([C:26]([NH2:43])=[O:28])[CH2:23][CH2:22]3)[CH2:20][C@@H:19]2[C:32]2[CH:37]=[CH:36][C:35]([F:38])=[CH:34][C:33]=2[CH3:39])=[O:17])[CH3:14])[CH:4]=[C:3]([C:2]([F:1])([F:41])[F:42])[CH:8]=1. The yield is 0.721.